From a dataset of Forward reaction prediction with 1.9M reactions from USPTO patents (1976-2016). Predict the product of the given reaction. Given the reactants C1(O[C:8]#[N:9])C=CC=CC=1.[F:10][C:11]1[CH:16]=[CH:15][CH:14]=[CH:13][C:12]=1[C:17]1[CH:26]=[N:25][CH:24]=[C:23]([NH:27][C:28]2[CH:33]=[CH:32][C:31]([I:34])=[CH:30][C:29]=2[F:35])[C:18]=1[C:19]([NH:21][NH2:22])=[O:20], predict the reaction product. The product is: [NH2:9][C:8]1[O:20][C:19]([C:18]2[C:17]([C:12]3[CH:13]=[CH:14][CH:15]=[CH:16][C:11]=3[F:10])=[CH:26][N:25]=[CH:24][C:23]=2[NH:27][C:28]2[CH:33]=[CH:32][C:31]([I:34])=[CH:30][C:29]=2[F:35])=[N:21][N:22]=1.